From a dataset of Forward reaction prediction with 1.9M reactions from USPTO patents (1976-2016). Predict the product of the given reaction. (1) Given the reactants Br[CH2:2][CH2:3][CH2:4][C:5]1[C:13]2[C:8](=[CH:9][CH:10]=[C:11]([Cl:14])[CH:12]=2)[NH:7][CH:6]=1.[N-:15]=[N+:16]=[N-:17].[Na+], predict the reaction product. The product is: [N:15]([CH2:2][CH2:3][CH2:4][C:5]1[C:13]2[C:8](=[CH:9][CH:10]=[C:11]([Cl:14])[CH:12]=2)[NH:7][CH:6]=1)=[N+:16]=[N-:17]. (2) Given the reactants [CH2:1]([C:3]1[C:11](I)=[C:6]2[CH:7]=[CH:8][CH:9]=[CH:10][N:5]2[N:4]=1)[CH3:2].[F:13][C:14]1[CH:15]=[C:16](B(O)O)[CH:17]=[C:18]([F:20])[CH:19]=1.C(=O)([O-])[O-].[K+].[K+], predict the reaction product. The product is: [F:13][C:14]1[CH:15]=[C:16]([C:11]2[C:3]([CH2:1][CH3:2])=[N:4][N:5]3[CH:10]=[CH:9][CH:8]=[CH:7][C:6]=23)[CH:17]=[C:18]([F:20])[CH:19]=1. (3) Given the reactants [C:1]([O:6][CH:7]([O:9][C:10]([O:12][CH:13]1[CH2:18][C:17](=[O:19])[NH:16][C:14]1=[O:15])=[O:11])[CH3:8])(=[O:5])[CH:2]([CH3:4])[CH3:3].ON1C(=O)CCC1=O.[Cl:28][C:29]1[CH:34]=[CH:33][CH:32]=[C:31]([C:35]([O:37]O)=[O:36])[CH:30]=1, predict the reaction product. The product is: [C:1]([O:6][CH:7]([O:9][C:10]([O:12][CH:13]1[CH2:18][C:17](=[O:19])[NH:16][C:14]1=[O:15])=[O:11])[CH3:8])(=[O:5])[CH:2]([CH3:4])[CH3:3].[Cl:28][C:29]1[CH:30]=[C:31]([CH:32]=[CH:33][CH:34]=1)[C:35]([OH:37])=[O:36]. (4) Given the reactants [F:1][C:2]1[N:12]=[CH:11][C:10]2[C:9](=[O:13])[N:8]3[CH2:14][C@H:15]([C:18]#[N:19])[CH2:16][CH2:17][C@H:7]3[CH2:6][CH2:5][C:4]=2[CH:3]=1.[NH2:20][OH:21], predict the reaction product. The product is: [F:1][C:2]1[N:12]=[CH:11][C:10]2[C:9](=[O:13])[N:8]3[CH2:14][C@H:15]([C:18](=[N:20][OH:21])[NH2:19])[CH2:16][CH2:17][C@H:7]3[CH2:6][CH2:5][C:4]=2[CH:3]=1. (5) Given the reactants [NH2:1][C:2]([CH2:21][CH2:22][C:23]([O:25][C:26]([CH3:29])([CH3:28])[CH3:27])=[O:24])([CH2:12][CH2:13][C:14]([O:16][C:17]([CH3:20])([CH3:19])[CH3:18])=[O:15])[CH2:3][CH2:4][C:5]([O:7][C:8]([CH3:11])([CH3:10])[CH3:9])=[O:6].C(N(CC)CC)C.[C:37](Cl)(=[O:39])[CH3:38], predict the reaction product. The product is: [C:26]([O:25][C:23](=[O:24])[CH2:22][CH2:21][C:2]([NH:1][C:37](=[O:39])[CH3:38])([CH2:12][CH2:13][C:14]([O:16][C:17]([CH3:18])([CH3:19])[CH3:20])=[O:15])[CH2:3][CH2:4][C:5]([O:7][C:8]([CH3:11])([CH3:9])[CH3:10])=[O:6])([CH3:29])([CH3:28])[CH3:27]. (6) Given the reactants [Cl:1][C:2]1[CH:28]=[CH:27][CH:26]=[CH:25][C:3]=1[CH2:4][N:5]1[C:9]2[CH:10]3[CH2:21][CH:12]([C:13]4[CH:18]=[C:17]([F:19])[C:16](I)=[CH:15][C:14]=4[C:8]=2[N:7]=[C:6]1[C:22]([NH2:24])=[O:23])[CH2:11]3.[CH3:29][C:30]([OH:34])([C:32]#[CH:33])[CH3:31], predict the reaction product. The product is: [Cl:1][C:2]1[CH:28]=[CH:27][CH:26]=[CH:25][C:3]=1[CH2:4][N:5]1[C:9]2[CH:10]3[CH2:21][CH:12]([C:13]4[CH:18]=[C:17]([F:19])[C:16]([C:33]#[C:32][C:30]([OH:34])([CH3:31])[CH3:29])=[CH:15][C:14]=4[C:8]=2[N:7]=[C:6]1[C:22]([NH2:24])=[O:23])[CH2:11]3. (7) Given the reactants [C:1]1([O:7][CH2:8][C:9]2[O:13][N:12]=[C:11]([C:14]([OH:16])=O)[CH:10]=2)[CH:6]=[CH:5][CH:4]=[CH:3][CH:2]=1.Cl.[O:18]1[CH2:22][CH2:21][CH:20]([CH2:23][NH2:24])[CH2:19]1.C(N(CC)CC)C.ON1C2C=CC=CC=2N=N1.Cl.C(N=C=NCCCN(C)C)C, predict the reaction product. The product is: [O:18]1[CH2:22][CH2:21][CH:20]([CH2:23][NH:24][C:14]([C:11]2[CH:10]=[C:9]([CH2:8][O:7][C:1]3[CH:2]=[CH:3][CH:4]=[CH:5][CH:6]=3)[O:13][N:12]=2)=[O:16])[CH2:19]1.